This data is from Reaction yield outcomes from USPTO patents with 853,638 reactions. The task is: Predict the reaction yield, written as a fraction of the theoretical maximum amount of product (1.0 means a 100% yield; for example, 0.34 means a 34% yield). The reactants are N.P(OCC)(OCC)(O[C:5]1[CH:10]=[CH:9][C:8]([CH3:11])=[CH:7][C:6]=1[C:12]([CH3:15])([CH3:14])[CH3:13])=O.[Li]. The catalyst is CCOCC. The product is [C:12]([C:6]1[CH:5]=[CH:10][CH:9]=[C:8]([CH3:11])[CH:7]=1)([CH3:15])([CH3:14])[CH3:13]. The yield is 0.910.